This data is from Forward reaction prediction with 1.9M reactions from USPTO patents (1976-2016). The task is: Predict the product of the given reaction. (1) Given the reactants [Cl:1][C:2]1[C:3]([O:12][C:13]2[CH:18]=[C:17]([OH:19])[CH:16]=[CH:15][C:14]=2/[CH:20]=[CH:21]/[C:22]([O:24][CH2:25][CH3:26])=[O:23])=[N:4][CH:5]=[C:6]([C:8]([F:11])([F:10])[F:9])[CH:7]=1.[CH:27]([Si:30]([CH:38]([CH3:40])[CH3:39])([CH:35]([CH3:37])[CH3:36])[O:31][CH2:32][CH2:33]O)([CH3:29])[CH3:28].C(P(CCCC)CCCC)CCC.N(C(N1CCCCC1)=O)=NC(N1CCCCC1)=O, predict the reaction product. The product is: [Cl:1][C:2]1[C:3]([O:12][C:13]2[CH:18]=[C:17]([O:19][CH2:33][CH2:32][O:31][Si:30]([CH:35]([CH3:36])[CH3:37])([CH:27]([CH3:29])[CH3:28])[CH:38]([CH3:39])[CH3:40])[CH:16]=[CH:15][C:14]=2/[CH:20]=[CH:21]/[C:22]([O:24][CH2:25][CH3:26])=[O:23])=[N:4][CH:5]=[C:6]([C:8]([F:9])([F:11])[F:10])[CH:7]=1. (2) Given the reactants N#N.[N+:3]([C:6]1[CH:10]=[CH:9][N:8]([CH2:11][C:12]2[O:16][C:15]([C:17](=[O:19])[CH3:18])=[CH:14][CH:13]=2)[N:7]=1)([O-:5])=[O:4].[CH2:20](O)[CH2:21][OH:22].CC1C=CC(S(O)(=O)=O)=CC=1, predict the reaction product. The product is: [CH3:18][C:17]1([C:15]2[O:16][C:12]([CH2:11][N:8]3[CH:9]=[CH:10][C:6]([N+:3]([O-:5])=[O:4])=[N:7]3)=[CH:13][CH:14]=2)[O:22][CH2:21][CH2:20][O:19]1. (3) Given the reactants [CH2:1]([NH:8][C:9](=[O:41])[C@@H:10]([NH:25][C:26]([C:28]1[CH:37]=[CH:36][C:35]2[C:30](=[CH:31][CH:32]=[C:33]([N:38]([CH3:40])[CH3:39])[CH:34]=2)[CH:29]=1)=[O:27])[CH2:11][CH2:12][CH2:13][NH:14]C(=O)OCC1C=CC=CC=1)[C:2]1[CH:7]=[CH:6][CH:5]=[CH:4][CH:3]=1, predict the reaction product. The product is: [NH2:14][CH2:13][CH2:12][CH2:11][C@H:10]([NH:25][C:26]([C:28]1[CH:37]=[CH:36][C:35]2[C:30](=[CH:31][CH:32]=[C:33]([N:38]([CH3:40])[CH3:39])[CH:34]=2)[CH:29]=1)=[O:27])[C:9]([NH:8][CH2:1][C:2]1[CH:3]=[CH:4][CH:5]=[CH:6][CH:7]=1)=[O:41]. (4) Given the reactants OC(C(F)(F)F)=O.[CH:8]([N:11]1[C:15]([C:16]2[S:17][C:18]3[CH2:19][CH2:20][O:21][C:22]4[CH:29]=[C:28]([CH:30]5[CH2:35][CH2:34][NH:33][CH2:32][CH2:31]5)[CH:27]=[CH:26][C:23]=4[C:24]=3[N:25]=2)=[N:14][CH:13]=[N:12]1)([CH3:10])[CH3:9].[CH:36]([S:38]([CH3:41])(=[O:40])=[O:39])=[CH2:37].C(Cl)Cl.CO, predict the reaction product. The product is: [CH:8]([N:11]1[C:15]([C:16]2[S:17][C:18]3[CH2:19][CH2:20][O:21][C:22]4[CH:29]=[C:28]([CH:30]5[CH2:35][CH2:34][N:33]([CH2:37][CH2:36][S:38]([CH3:41])(=[O:40])=[O:39])[CH2:32][CH2:31]5)[CH:27]=[CH:26][C:23]=4[C:24]=3[N:25]=2)=[N:14][CH:13]=[N:12]1)([CH3:10])[CH3:9].